Predict the reactants needed to synthesize the given product. From a dataset of Full USPTO retrosynthesis dataset with 1.9M reactions from patents (1976-2016). (1) Given the product [CH3:28][O:29][C:30]1[CH:37]=[C:36]([O:38][CH3:39])[CH:35]=[CH:34][C:31]=1[CH2:32][NH:33][C:2]1[CH:7]=[CH:6][C:5]([NH:8][C:9]([NH:11][C:12]2[CH:17]=[CH:16][C:15]([O:18][C:19]3[CH:24]=[CH:23][CH:22]=[CH:21][CH:20]=3)=[CH:14][CH:13]=2)=[O:10])=[CH:4][C:3]=1[N+:25]([O-:27])=[O:26], predict the reactants needed to synthesize it. The reactants are: F[C:2]1[CH:7]=[CH:6][C:5]([NH:8][C:9]([NH:11][C:12]2[CH:17]=[CH:16][C:15]([O:18][C:19]3[CH:24]=[CH:23][CH:22]=[CH:21][CH:20]=3)=[CH:14][CH:13]=2)=[O:10])=[CH:4][C:3]=1[N+:25]([O-:27])=[O:26].[CH3:28][O:29][C:30]1[CH:37]=[C:36]([O:38][CH3:39])[CH:35]=[CH:34][C:31]=1[CH2:32][NH2:33]. (2) Given the product [Cl:26][C:27]1[CH:32]=[CH:31][CH:30]=[C:29]([F:33])[C:28]=1[C:34]#[C:35][C:9]1[N:8]([C:5]2[CH:6]=[CH:7][C:2]([F:1])=[CH:3][CH:4]=2)[C:12]([C:13]([O:15][CH2:16][CH3:17])=[O:14])=[CH:11][N:10]=1, predict the reactants needed to synthesize it. The reactants are: [F:1][C:2]1[CH:7]=[CH:6][C:5]([N:8]2[C:12]([C:13]([O:15][CH2:16][CH3:17])=[O:14])=[CH:11][N:10]=[C:9]2I)=[CH:4][CH:3]=1.C(NC(C)C)(C)C.[Cl:26][C:27]1[CH:32]=[CH:31][CH:30]=[C:29]([F:33])[C:28]=1[C:34]#[CH:35]. (3) The reactants are: Cl.Cl.[CH3:3][NH:4][N:5]([CH3:7])[CH3:6].C(N(C(C)C)CC)(C)C.[C:17]([O:21][C:22]([N:24]1[CH2:29][CH2:28][CH2:27][C@:26]([CH2:33][C:34]2[CH:39]=[CH:38][CH:37]=[CH:36][CH:35]=2)([C:30](O)=[O:31])[CH2:25]1)=[O:23])([CH3:20])([CH3:19])[CH3:18].C(OC(N1CCC[C@@](CC2C=CC=CC=2)(C(O)=O)C1)=O)(C)(C)C. Given the product [C:17]([O:21][C:22]([N:24]1[CH2:29][CH2:28][CH2:27][C@@:26]([CH2:33][C:34]2[CH:39]=[CH:38][CH:37]=[CH:36][CH:35]=2)([C:30]([N:4]([CH3:3])[N:5]([CH3:7])[CH3:6])=[O:31])[CH2:25]1)=[O:23])([CH3:20])([CH3:19])[CH3:18], predict the reactants needed to synthesize it. (4) Given the product [CH3:15][O:14][C:13]1[C:8]([CH2:7][NH:4][CH:1]2[CH2:3][CH2:2]2)=[N:9][CH:10]=[CH:11][C:12]=1[O:16][CH3:17], predict the reactants needed to synthesize it. The reactants are: [CH:1]1([NH2:4])[CH2:3][CH2:2]1.Cl.Cl[CH2:7][C:8]1[C:13]([O:14][CH3:15])=[C:12]([O:16][CH3:17])[CH:11]=[CH:10][NH+:9]=1.ClCCl.CO. (5) Given the product [CH3:1][S:2]([O-:5])(=[O:4])=[O:3].[CH2:21]([O:28][C:29]1[CH:36]=[CH:35][C:32]([CH:33]=[CH:19][C:13]2[CH:12]=[CH:11][C:10]3[C:15](=[CH:16][CH:17]=[C:8]([N:7]([CH3:20])[CH3:6])[CH:9]=3)[N+:14]=2[CH3:18])=[CH:31][C:30]=1[Cl:37])[C:22]1[CH:23]=[CH:24][CH:25]=[CH:26][CH:27]=1, predict the reactants needed to synthesize it. The reactants are: [CH3:1][S:2]([O-:5])(=[O:4])=[O:3].[CH3:6][N:7]([CH3:20])[C:8]1[CH:9]=[C:10]2[C:15](=[CH:16][CH:17]=1)[N+:14]([CH3:18])=[C:13]([CH3:19])[CH:12]=[CH:11]2.[CH2:21]([O:28][C:29]1[CH:36]=[CH:35][C:32]([CH:33]=O)=[CH:31][C:30]=1[Cl:37])[C:22]1[CH:27]=[CH:26][CH:25]=[CH:24][CH:23]=1.N1CCCCC1. (6) Given the product [I:12][C:13]1[CH:14]=[C:15]([CH:16]=[CH:17][CH:18]=1)[CH2:19][N:8]1[C:6]2=[N:7][C:2]([CH3:1])=[CH:3][CH:4]=[C:5]2[O:10][C:9]1=[O:11], predict the reactants needed to synthesize it. The reactants are: [CH3:1][C:2]1[N:7]=[C:6]2[NH:8][C:9](=[O:11])[O:10][C:5]2=[CH:4][CH:3]=1.[I:12][C:13]1[CH:14]=[C:15]([CH2:19]O)[CH:16]=[CH:17][CH:18]=1. (7) Given the product [CH3:8][N:6]1[CH:7]=[C:2]([B:25]2[O:29][C:28]([CH3:31])([CH3:30])[C:27]([CH3:33])([CH3:32])[O:26]2)[CH:3]=[C:4]([NH:10][C:11]2[CH:24]=[C:14]3[CH2:15][N:16]([CH2:19][C:20]([F:23])([F:22])[F:21])[CH2:17][CH2:18][N:13]3[N:12]=2)[C:5]1=[O:9], predict the reactants needed to synthesize it. The reactants are: Br[C:2]1[CH:3]=[C:4]([NH:10][C:11]2[CH:24]=[C:14]3[CH2:15][N:16]([CH2:19][C:20]([F:23])([F:22])[F:21])[CH2:17][CH2:18][N:13]3[N:12]=2)[C:5](=[O:9])[N:6]([CH3:8])[CH:7]=1.[B:25]1([B:25]2[O:29][C:28]([CH3:31])([CH3:30])[C:27]([CH3:33])([CH3:32])[O:26]2)[O:29][C:28]([CH3:31])([CH3:30])[C:27]([CH3:33])([CH3:32])[O:26]1.CC(C1C=C(C(C)C)C(C2C=CC=CC=2P(C2CCCCC2)C2CCCCC2)=C(C(C)C)C=1)C.C([O-])(=O)C.[K+].